Dataset: Reaction yield outcomes from USPTO patents with 853,638 reactions. Task: Predict the reaction yield, written as a fraction of the theoretical maximum amount of product (1.0 means a 100% yield; for example, 0.34 means a 34% yield). (1) The reactants are Cl[C:2]1[N:7]=[C:6]([NH:8][CH:9]2[CH2:17][CH:16]3[N:12]([CH2:13][CH2:14][CH2:15]3)[C:11]([CH3:19])([CH3:18])[CH2:10]2)[C:5]([F:20])=[CH:4][N:3]=1.[O:21]1[CH2:25][CH2:24][C@@H:23]([O:26][C:27]2[CH:32]=[CH:31][C:30]([NH2:33])=[CH:29][C:28]=2[N:34]2[C:38](=[O:39])[N:37]([CH3:40])[N:36]=[N:35]2)[CH2:22]1. The catalyst is CC(O)C. The product is [NH3:3].[CH3:22][OH:21].[O:21]1[CH2:25][CH2:24][C@@H:23]([O:26][C:27]2[CH:32]=[CH:31][C:30]([NH:33][C:2]3[N:7]=[C:6]([NH:8][CH:9]4[CH2:17][CH:16]5[N:12]([CH2:13][CH2:14][CH2:15]5)[C:11]([CH3:19])([CH3:18])[CH2:10]4)[C:5]([F:20])=[CH:4][N:3]=3)=[CH:29][C:28]=2[N:34]2[C:38](=[O:39])[N:37]([CH3:40])[N:36]=[N:35]2)[CH2:22]1. The yield is 0.0100. (2) The reactants are [C:1]([S:4][CH2:5][CH2:6][CH2:7][CH2:8][CH2:9][C:10]([OH:12])=[O:11])(=[O:3])[CH3:2].C([O-])([O-])=O.[K+].[K+].[CH2:19](Br)[C:20]1[CH:25]=[CH:24][CH:23]=[CH:22][CH:21]=1.C(OCC)(=O)C. The catalyst is CC#N.O. The product is [C:1]([S:4][CH2:5][CH2:6][CH2:7][CH2:8][CH2:9][C:10]([O:12][CH2:19][C:20]1[CH:25]=[CH:24][CH:23]=[CH:22][CH:21]=1)=[O:11])(=[O:3])[CH3:2]. The yield is 0.500. (3) The product is [C:16]([O:20][C:21]([N:23]1[CH2:28][CH2:27][CH:26]([CH2:29][CH2:30][CH2:31][C:32]([C:9]2[O:10][C:6]([C:2]3[O:1][CH:5]=[CH:4][CH:3]=3)=[CH:7][N:8]=2)=[O:33])[CH2:25][CH2:24]1)=[O:22])([CH3:19])([CH3:18])[CH3:17]. The catalyst is C1COCC1.CCOC(C)=O.[Cl-].[Cl-].[Zn+2].[Cu]I. The yield is 0.210. The reactants are [O:1]1[CH:5]=[CH:4][CH:3]=[C:2]1[C:6]1[O:10][CH:9]=[N:8][CH:7]=1.[Li]CCCC.[C:16]([O:20][C:21]([N:23]1[CH2:28][CH2:27][CH:26]([CH2:29][CH2:30][CH2:31][C:32](Cl)=[O:33])[CH2:25][CH2:24]1)=[O:22])([CH3:19])([CH3:18])[CH3:17]. (4) The reactants are Cl[C:2]1[CH:7]=[C:6](Cl)[N:5]=[CH:4][N:3]=1.[CH3:9][C:10]1[CH:11]=[C:12](B(O)O)[CH:13]=[CH:14][CH:15]=1.C(=O)([O-])[O-].[Na+].[Na+]. The catalyst is C1C=CC(P(C2C=CC=CC=2)C2C=CC=CC=2)=CC=1.C1C=CC(P(C2C=CC=CC=2)C2C=CC=CC=2)=CC=1.Cl[Pd]Cl.O.C(#N)C. The product is [CH3:9][C:10]1[CH:11]=[C:12]([C:2]2[CH:7]=[C:6]([C:14]3[CH:13]=[CH:12][CH:11]=[C:10]([CH3:9])[CH:15]=3)[N:5]=[CH:4][N:3]=2)[CH:13]=[CH:14][CH:15]=1. The yield is 0.150. (5) The reactants are [CH:1]([C:4]1[CH:9]=[CH:8][CH:7]=[C:6]([CH:10]([CH3:12])[CH3:11])[C:5]=1[OH:13])([CH3:3])[CH3:2].[C:14]1(=O)[O:19][C:17](=[O:18])[C:16]2=[CH:20][CH:21]=[CH:22][CH:23]=[C:15]12. No catalyst specified. The product is [OH:13][C:5]1[C:4]([CH:1]([CH3:3])[CH3:2])=[CH:9][C:8]([C:14]2([C:8]3[CH:7]=[C:6]([CH:10]([CH3:11])[CH3:12])[C:5]([OH:13])=[C:4]([CH:1]([CH3:3])[CH3:2])[CH:9]=3)[C:15]3[C:16](=[CH:20][CH:21]=[CH:22][CH:23]=3)[C:17](=[O:18])[O:19]2)=[CH:7][C:6]=1[CH:10]([CH3:12])[CH3:11]. The yield is 0.890. (6) The reactants are [F:1][C:2]1[CH:3]=[C:4]([C:9]2[N:14]=[CH:13][CH:12]=[CH:11][N:10]=2)[CH:5]=[C:6]([F:8])[CH:7]=1.[N+:15]([O-])([OH:17])=[O:16]. The catalyst is OS(O)(=O)=O.O. The product is [F:1][C:2]1[C:3]([N+:15]([O-:17])=[O:16])=[C:4]([C:9]2[N:10]=[CH:11][CH:12]=[CH:13][N:14]=2)[CH:5]=[C:6]([F:8])[CH:7]=1. The yield is 1.00. (7) The reactants are [CH:1]1([CH2:4][CH2:5][N:6]2[C:14]3[C:9](=[CH:10][CH:11]=[CH:12][CH:13]=3)[C:8](O)([C:15]3[C:23]([OH:24])=[CH:22][C:18]4[O:19][CH2:20][O:21][C:17]=4[CH:16]=3)[C:7]2=[O:26])[CH2:3][CH2:2]1.FC(F)(F)C(O)=O.C([SiH](CC)CC)C. The catalyst is ClCCl. The product is [CH:1]1([CH2:4][CH2:5][N:6]2[C:14]3[C:9](=[CH:10][CH:11]=[CH:12][CH:13]=3)[CH:8]([C:15]3[C:23]([OH:24])=[CH:22][C:18]4[O:19][CH2:20][O:21][C:17]=4[CH:16]=3)[C:7]2=[O:26])[CH2:3][CH2:2]1. The yield is 0.800. (8) The reactants are [ClH:1].C([N:9]1[CH2:14][CH2:13][CH:12]=[C:11]([C:15]2[CH:30]=[CH:29][C:18]([O:19][C:20]3[CH:28]=[CH:27][C:23]([C:24]([NH2:26])=[O:25])=[CH:22][N:21]=3)=[CH:17][CH:16]=2)[CH2:10]1)C1C=CC=CC=1. The catalyst is [Pd].CO. The product is [ClH:1].[NH:9]1[CH2:14][CH2:13][CH2:12][CH:11]([C:15]2[CH:16]=[CH:17][C:18]([O:19][C:20]3[CH:28]=[CH:27][C:23]([C:24]([NH2:26])=[O:25])=[CH:22][N:21]=3)=[CH:29][CH:30]=2)[CH2:10]1. The yield is 0.390. (9) The reactants are [NH2:1][C:2]([CH3:6])([CH3:5])[CH2:3][OH:4].F[C:8]1[CH:17]=[CH:16][CH:15]=[C:14]2[C:9]=1[C:10]([NH:18][C:19]1[CH:24]=[CH:23][C:22]([OH:25])=[C:21]([CH3:26])[CH:20]=1)=[N:11][CH:12]=[N:13]2. No catalyst specified. The product is [NH2:1][C:2]([CH3:6])([CH3:5])[CH2:3][O:4][C:8]1[CH:17]=[CH:16][CH:15]=[C:14]2[C:9]=1[C:10]([NH:18][C:19]1[CH:24]=[CH:23][C:22]([OH:25])=[C:21]([CH3:26])[CH:20]=1)=[N:11][CH:12]=[N:13]2. The yield is 0.780.